From a dataset of Forward reaction prediction with 1.9M reactions from USPTO patents (1976-2016). Predict the product of the given reaction. (1) Given the reactants [F:1][C:2]1[CH:3]=[C:4]([C:10]2[C:15]([C:16]3[CH:21]=[CH:20][C:19]([O:22][CH3:23])=[C:18]([F:24])[CH:17]=3)=[N:14][NH:13][C:12](=[O:25])[CH:11]=2)[CH:5]=[CH:6][C:7]=1[O:8][CH3:9].[CH2:26](I)[CH:27]([CH3:29])[CH3:28], predict the reaction product. The product is: [F:1][C:2]1[CH:3]=[C:4]([C:10]2[C:15]([C:16]3[CH:21]=[CH:20][C:19]([O:22][CH3:23])=[C:18]([F:24])[CH:17]=3)=[N:14][N:13]([CH2:26][CH:27]([CH3:29])[CH3:28])[C:12](=[O:25])[CH:11]=2)[CH:5]=[CH:6][C:7]=1[O:8][CH3:9]. (2) Given the reactants [F:1][C:2]1[CH:3]=[C:4]([CH:32]=[CH:33][C:34]=1[F:35])[CH2:5][O:6][C:7]1[C:12]([C:13]([O:15]C)=[O:14])=[CH:11][C:10]([C:17]2[CH:22]=[CH:21][C:20]([Cl:23])=[CH:19][CH:18]=2)=[C:9]([C:24]2[CH:29]=[CH:28][C:27]([Cl:30])=[CH:26][C:25]=2[Cl:31])[N:8]=1.[OH-].[Na+].Cl, predict the reaction product. The product is: [F:1][C:2]1[CH:3]=[C:4]([CH:32]=[CH:33][C:34]=1[F:35])[CH2:5][O:6][C:7]1[C:12]([C:13]([OH:15])=[O:14])=[CH:11][C:10]([C:17]2[CH:22]=[CH:21][C:20]([Cl:23])=[CH:19][CH:18]=2)=[C:9]([C:24]2[CH:29]=[CH:28][C:27]([Cl:30])=[CH:26][C:25]=2[Cl:31])[N:8]=1. (3) Given the reactants [C:1]([O:5][C:6]([N:8]1[CH2:13][CH2:12][N:11]([C:14]2[N:19]=[C:18]([C:20]3[CH:25]=[CH:24][N:23]=[C:22]([NH:26][CH:27]4[CH2:32][CH2:31][CH2:30][CH2:29][CH2:28]4)[CH:21]=3)[CH:17]=[C:16]([C:33]([NH:35][NH2:36])=[O:34])[CH:15]=2)[CH2:10][CH2:9]1)=[O:7])([CH3:4])([CH3:3])[CH3:2].[CH2:37](OC(OCC)OCC)C, predict the reaction product. The product is: [C:1]([O:5][C:6]([N:8]1[CH2:13][CH2:12][N:11]([C:14]2[N:19]=[C:18]([C:20]3[CH:25]=[CH:24][N:23]=[C:22]([NH:26][CH:27]4[CH2:32][CH2:31][CH2:30][CH2:29][CH2:28]4)[CH:21]=3)[CH:17]=[C:16]([C:33]3[O:34][CH:37]=[N:36][N:35]=3)[CH:15]=2)[CH2:10][CH2:9]1)=[O:7])([CH3:4])([CH3:2])[CH3:3]. (4) Given the reactants [C:1]([NH:5][CH2:6][C:7]1[CH:16]=[C:15]2[C:10]([C@H:11]([NH:17][C:18](=[O:41])[CH2:19][C@H:20]([NH:33]C(=O)OC(C)(C)C)[CH2:21][S:22]([C:25]3[CH:30]=[CH:29][C:28]([Cl:31])=[C:27]([Cl:32])[CH:26]=3)(=[O:24])=[O:23])[CH2:12][CH2:13][O:14]2)=[CH:9][C:8]=1[Cl:42])([CH3:4])([CH3:3])[CH3:2].Cl, predict the reaction product. The product is: [NH2:33][C@H:20]([CH2:21][S:22]([C:25]1[CH:30]=[CH:29][C:28]([Cl:31])=[C:27]([Cl:32])[CH:26]=1)(=[O:23])=[O:24])[CH2:19][C:18]([NH:17][C@H:11]1[C:10]2[C:15](=[CH:16][C:7]([CH2:6][NH:5][C:1]([CH3:2])([CH3:3])[CH3:4])=[C:8]([Cl:42])[CH:9]=2)[O:14][CH2:13][CH2:12]1)=[O:41]. (5) Given the reactants [C:1]([O:5][C:6]([NH:8][CH2:9][C@H:10]1[CH2:15][CH2:14][C@H:13]([C:16]([NH:18][C@H:19]([C:37](=[O:50])[NH:38][C:39]2[CH:44]=[CH:43][C:42]([C:45]3[NH:49][N:48]=[N:47][N:46]=3)=[CH:41][CH:40]=2)[CH2:20][C:21]2[CH:26]=[CH:25][C:24]([C:27]3[C:28]([CH3:36])=[CH:29][C:30]([C:33](O)=[O:34])=[N:31][CH:32]=3)=[CH:23][CH:22]=2)=[O:17])[CH2:12][CH2:11]1)=[O:7])([CH3:4])([CH3:3])[CH3:2].[NH2:51][CH:52]1[CH2:57][CH2:56][N:55]([C:58]([O:60][C:61]([CH3:64])([CH3:63])[CH3:62])=[O:59])[CH2:54][CH:53]1[F:65].C(N(CC)C(C)C)(C)C.F[P-](F)(F)(F)(F)F.CN(C(ON1C2=NC=CC=C2N=N1)=[N+](C)C)C, predict the reaction product. The product is: [C:1]([O:5][C:6]([NH:8][CH2:9][C@H:10]1[CH2:15][CH2:14][C@H:13]([C:16]([NH:18][C@H:19]([C:37](=[O:50])[NH:38][C:39]2[CH:40]=[CH:41][C:42]([C:45]3[NH:49][N:48]=[N:47][N:46]=3)=[CH:43][CH:44]=2)[CH2:20][C:21]2[CH:22]=[CH:23][C:24]([C:27]3[C:28]([CH3:36])=[CH:29][C:30]([C:33]([NH:51][CH:52]4[CH2:57][CH2:56][N:55]([C:58]([O:60][C:61]([CH3:62])([CH3:64])[CH3:63])=[O:59])[CH2:54][CH:53]4[F:65])=[O:34])=[N:31][CH:32]=3)=[CH:25][CH:26]=2)=[O:17])[CH2:12][CH2:11]1)=[O:7])([CH3:4])([CH3:2])[CH3:3]. (6) Given the reactants BrC1N=CC(CN(CCF)[C:10]2[CH2:14][O:13][C:12](=O)[CH:11]=2)=CC=1.FC1N=CC(CN(CC(F)F)[C:28]2[CH2:32][O:31][C:30](=[O:33])[CH:29]=2)=CC=1.ClC1SC(CN(CCF)[C:46]2[CH2:50][O:49][C:48](=O)[CH:47]=2)=CN=1.ClC1N=CC(CN(CCF)[C:64]2[CH2:68][O:67][C:66](=O)[CH:65]=2)=CC=1.ClC1N=CC(CN(CC(F)F)[C:82]2[CH2:86][O:85][C:84](=O)[CH:83]=2)=CC=1.Cl[C:93]1N=CC(CN(C)C2COC(=O)C=2)=[CH:95][C:94]=1F.ClC1C=C(CN(CCF)C2COC(=O)C=2)C=NC=1Cl.ClC1N=CC(CN(C2CC2)C2COC(=O)C=2)=CC=1F.ClC1N=CC(CN(C2CC2)C2COC(=O)C=2)=CC=1.ClC1N=CC(CN(C)C2COC(=O)C=2)=CC=1.ClC1N=CC(CCS([O-])=NC#N)=CC=1.ClC1N=CC(C(CS([O-])=NC#N)C)=CC=1, predict the reaction product. The product is: [CH3:95][C:94]([C@@H:12]1[O:13][C:14]2[CH:86]=[CH:82][C:83]3[C:30](=[O:33])[C@@H:29]4[C@@H:28]([CH2:32][O:31][C:65]5[C:47]4=[CH:46][C:50]([O:49][CH3:48])=[C:68]([O:67][CH3:66])[CH:64]=5)[O:85][C:84]=3[C:10]=2[CH2:11]1)=[CH2:93]. (7) Given the reactants Br[C:2]1[CH:3]=[C:4]([NH:14][C:15]2[C:24]3[C:19](=[CH:20][C:21]([F:26])=[CH:22][C:23]=3[F:25])[N:18]=[C:17]([C:27]3[CH:32]=[CH:31][CH:30]=[CH:29][N:28]=3)[C:16]=2[CH3:33])[C:5]([N:8]2[CH2:13][CH2:12][O:11][CH2:10][CH2:9]2)=[N:6][CH:7]=1.[NH:34]1[CH2:39][CH2:38][CH:37]([C:40]#[N:41])[CH2:36][CH2:35]1.C1(P(C2CCCCC2)C2(C(C)C)CC(C(C)C)=CC(C(C)C)=C2C2C=CC=CC=2)CCCCC1.CC(C)([O-])C.[Na+], predict the reaction product. The product is: [F:25][C:23]1[CH:22]=[C:21]([F:26])[CH:20]=[C:19]2[C:24]=1[C:15]([NH:14][C:4]1[CH:3]=[C:2]([N:34]3[CH2:39][CH2:38][CH:37]([C:40]#[N:41])[CH2:36][CH2:35]3)[CH:7]=[N:6][C:5]=1[N:8]1[CH2:13][CH2:12][O:11][CH2:10][CH2:9]1)=[C:16]([CH3:33])[C:17]([C:27]1[CH:32]=[CH:31][CH:30]=[CH:29][N:28]=1)=[N:18]2. (8) The product is: [CH2:1]([O:3][C:4](=[O:12])[C:5]1[CH:10]=[CH:9][CH:8]=[CH:7][C:6]=1[NH:11][C:16]1[C:17]([Cl:21])=[CH:18][N:19]=[C:14]([Cl:13])[N:15]=1)[CH3:2]. Given the reactants [CH2:1]([O:3][C:4](=[O:12])[C:5]1[CH:10]=[CH:9][CH:8]=[CH:7][C:6]=1[NH2:11])[CH3:2].[Cl:13][C:14]1[N:19]=[C:18](Cl)[C:17]([Cl:21])=[CH:16][N:15]=1, predict the reaction product. (9) Given the reactants [CH3:1][O:2][C:3]1[CH:8]=[CH:7][CH:6]=[CH:5][C:4]=1[C:9]1[C:17]2[O:16][CH:15]([CH2:18][NH2:19])[CH2:14][C:13]=2[CH:12]=[CH:11][CH:10]=1.C(N(C(C)C)CC)(C)C.Cl[C:30]([O:32][CH2:33][C:34]1[CH:39]=[CH:38][CH:37]=[CH:36][CH:35]=1)=[O:31].C1(C2C3OC(CNC(=O)OCC4C=CC=CC=4)CC=3C=CC=2)CCCC1, predict the reaction product. The product is: [CH2:33]([O:32][C:30](=[O:31])[NH:19][CH2:18][CH:15]1[CH2:14][C:13]2[CH:12]=[CH:11][CH:10]=[C:9]([C:4]3[CH:5]=[CH:6][CH:7]=[CH:8][C:3]=3[O:2][CH3:1])[C:17]=2[O:16]1)[C:34]1[CH:39]=[CH:38][CH:37]=[CH:36][CH:35]=1. (10) Given the reactants [CH2:1]([N:3]1[CH:7]=[CH:6][CH:5]=[C:4]1[CH:8]=[C:9]([C:14]([O:16][CH3:17])=[O:15])[CH2:10][C:11]([OH:13])=O)[CH3:2].C(O)(=O)C.C(OC(=O)C)(=O)C.C(=O)([O-])O.[Na+], predict the reaction product. The product is: [CH2:1]([N:3]1[C:4]2[C:5](=[C:11]([OH:13])[CH:10]=[C:9]([C:14]([O:16][CH3:17])=[O:15])[CH:8]=2)[CH:6]=[CH:7]1)[CH3:2].